This data is from Reaction yield outcomes from USPTO patents with 853,638 reactions. The task is: Predict the reaction yield, written as a fraction of the theoretical maximum amount of product (1.0 means a 100% yield; for example, 0.34 means a 34% yield). (1) The reactants are [S:1]1[CH:5]=[CH:4][CH:3]=[C:2]1[C:6](Cl)=[O:7].[CH2:9]([N:16]1[C:25]2[C:20](=[CH:21][C:22]([F:26])=[CH:23][CH:24]=2)[C:19]([N:27]2[CH2:32][CH2:31][NH:30][CH2:29][CH2:28]2)=[C:18]([C:33]#[N:34])[C:17]1=[O:35])[C:10]1[CH:15]=[CH:14][CH:13]=[CH:12][CH:11]=1. The catalyst is N1C=CC=CC=1. The product is [CH2:9]([N:16]1[C:25]2[C:20](=[CH:21][C:22]([F:26])=[CH:23][CH:24]=2)[C:19]([N:27]2[CH2:32][CH2:31][N:30]([C:6]([C:2]3[S:1][CH:5]=[CH:4][CH:3]=3)=[O:7])[CH2:29][CH2:28]2)=[C:18]([C:33]#[N:34])[C:17]1=[O:35])[C:10]1[CH:15]=[CH:14][CH:13]=[CH:12][CH:11]=1. The yield is 0.760. (2) The catalyst is O1CCCC1. The reactants are C(Cl)(=O)C(Cl)=O.C[N:8]([CH3:11])[CH:9]=[O:10].[CH3:12][C:13]1[O:17][C:16]([C:18]2[CH:23]=[CH:22][CH:21]=[CH:20][CH:19]=2)=[N:15][C:14]=1[CH2:24][O:25][C:26]1[CH:46]=[CH:45][C:29]([CH2:30][O:31]/[N:32]=[C:33](/[C:39]2[CH:44]=[CH:43][CH:42]=[CH:41][CH:40]=2)\[CH2:34][CH2:35]C(O)=O)=[CH:28][CH:27]=1. The product is [CH3:11][NH:8][C:9](=[O:10])[CH2:35][CH2:34]/[C:33](=[N:32]\[O:31][CH2:30][C:29]1[CH:45]=[CH:46][C:26]([O:25][CH2:24][C:14]2[N:15]=[C:16]([C:18]3[CH:19]=[CH:20][CH:21]=[CH:22][CH:23]=3)[O:17][C:13]=2[CH3:12])=[CH:27][CH:28]=1)/[C:39]1[CH:40]=[CH:41][CH:42]=[CH:43][CH:44]=1. The yield is 0.650. (3) The reactants are [Br:1][C:2]1[CH:7]=[CH:6][CH:5]=[CH:4][C:3]=1[NH:8][N:9]=[C:10]([C:15]#[N:16])[C:11]([NH:13][CH3:14])=[O:12].[Cl-:17].[Al+3].[Cl-].[Cl-].Cl. The catalyst is C1(C)C=CC=CC=1. The product is [ClH:17].[NH2:16][C:15]1[C:4]2[C:3](=[C:2]([Br:1])[CH:7]=[CH:6][CH:5]=2)[N:8]=[N:9][C:10]=1[C:11]([NH:13][CH3:14])=[O:12]. The yield is 0.900. (4) The reactants are [N:1]1[C:10]2[C:5](=[CH:6][CH:7]=[CH:8][CH:9]=2)[C:4]([CH2:11]O)=[CH:3][CH:2]=1.N1C2C(=CC=CC=2)C=C(CO)C=1.O=S(Cl)[Cl:27]. The catalyst is C(Cl)Cl. The product is [ClH:27].[Cl:27][CH2:11][C:4]1[C:5]2[C:10](=[CH:9][CH:8]=[CH:7][CH:6]=2)[N:1]=[CH:2][CH:3]=1. The yield is 0.650. (5) The reactants are Cl[C:2]1[N:7]=[C:6]([NH:8][CH:9]2[CH2:17][CH:16]3[N:12]([CH2:13][CH2:14][CH2:15]3)[C:11]([CH3:19])([CH3:18])[CH2:10]2)[C:5]([F:20])=[CH:4][N:3]=1.[O:21]1[CH2:25][CH2:24][C@H:23]([O:26][C:27]2[CH:32]=[CH:31][C:30]([NH2:33])=[CH:29][C:28]=2[N:34]2[C:38](=[O:39])[N:37]([CH3:40])[N:36]=[N:35]2)[CH2:22]1. The catalyst is CC(O)C. The product is [NH3:3].[CH3:22][OH:21].[O:21]1[CH2:25][CH2:24][C@H:23]([O:26][C:27]2[CH:32]=[CH:31][C:30]([NH:33][C:2]3[N:7]=[C:6]([NH:8][CH:9]4[CH2:17][CH:16]5[N:12]([CH2:13][CH2:14][CH2:15]5)[C:11]([CH3:19])([CH3:18])[CH2:10]4)[C:5]([F:20])=[CH:4][N:3]=3)=[CH:29][C:28]=2[N:34]2[C:38](=[O:39])[N:37]([CH3:40])[N:36]=[N:35]2)[CH2:22]1. The yield is 0.0100. (6) The reactants are [NH2:1][C:2]1[C:10]([CH3:11])=[CH:9][CH:8]=[CH:7][C:3]=1[C:4]([OH:6])=O.C1N=CN(C(N2C=NC=C2)=O)C=1.Cl.[NH2:25][CH:26]1[CH2:31][CH2:30][C:29](=[O:32])[NH:28][C:27]1=[O:33].C(N(CC)CC)C.C(O)(=O)C. The catalyst is C(#N)C.O. The product is [NH2:1][C:2]1[C:10]([CH3:11])=[CH:9][CH:8]=[CH:7][C:3]=1[C:4]([NH:25][CH:26]1[CH2:31][CH2:30][C:29](=[O:32])[NH:28][C:27]1=[O:33])=[O:6]. The yield is 0.610. (7) The reactants are [CH3:1][C:2]([CH3:36])([CH3:35])[CH2:3][CH2:4][C@@:5]1([CH3:34])[C:14]2[C:9](=[CH:10][CH:11]=[CH:12][CH:13]=2)[C:8]([OH:15])=[C:7]([C:16]2[NH:21][C:20]3[CH:22]=[CH:23][C:24]([NH:26][S:27]([CH3:30])(=[O:29])=[O:28])=[CH:25][C:19]=3[S:18](=[O:32])(=[O:31])[N:17]=2)[C:6]1=[O:33].[OH-].[Na+:38]. The catalyst is O. The product is [CH3:1][C:2]([CH3:36])([CH3:35])[CH2:3][CH2:4][C@@:5]1([CH3:34])[C:14]2[C:9](=[CH:10][CH:11]=[CH:12][CH:13]=2)[C:8]([O-:15])=[C:7]([C:16]2[NH:21][C:20]3[CH:22]=[CH:23][C:24]([NH:26][S:27]([CH3:30])(=[O:29])=[O:28])=[CH:25][C:19]=3[S:18](=[O:32])(=[O:31])[N:17]=2)[C:6]1=[O:33].[Na+:38]. The yield is 0.740. (8) The reactants are [CH3:1][O:2][C:3]1[CH:4]=[C:5]([NH2:14])[C:6](=[CH:10][C:11]=1[O:12][CH3:13])[C:7]([OH:9])=O.O=S(Cl)Cl.[Cl:19][C:20]1[CH:26]=[CH:25][CH:24]=[CH:23][C:21]=1[NH2:22].C(Cl)(Cl)Cl. The catalyst is C1C=CC=CC=1. The product is [NH2:14][C:5]1[CH:4]=[C:3]([O:2][CH3:1])[C:11]([O:12][CH3:13])=[CH:10][C:6]=1[C:7]([NH:22][C:21]1[CH:23]=[CH:24][CH:25]=[CH:26][C:20]=1[Cl:19])=[O:9]. The yield is 0.550.